Dataset: Full USPTO retrosynthesis dataset with 1.9M reactions from patents (1976-2016). Task: Predict the reactants needed to synthesize the given product. (1) The reactants are: [O:1]1[C:5]2[CH:6]=[CH:7][CH:8]=[CH:9][C:4]=2[N:3]=[C:2]1[C@@H:10]([OH:21])[CH:11]([NH:13]C(=O)OC(C)(C)C)[CH3:12].C(O)(C(F)(F)F)=O. Given the product [NH2:13][C@@H:11]([CH3:12])[CH:10]([C:2]1[O:1][C:5]2[CH:6]=[CH:7][CH:8]=[CH:9][C:4]=2[N:3]=1)[OH:21], predict the reactants needed to synthesize it. (2) Given the product [Cl:1][C:2]1[CH:10]=[C:6]([C:7]([NH:25][C@H:26]([C:28]2[CH:37]=[CH:36][C:31]([C:32]([O:34][CH3:35])=[O:33])=[CH:30][CH:29]=2)[CH3:27])=[O:9])[C:5]([O:11][CH2:12][CH2:13][CH:14]([CH3:16])[CH3:15])=[N:4][CH:3]=1, predict the reactants needed to synthesize it. The reactants are: [Cl:1][C:2]1[CH:3]=[N:4][C:5]([O:11][CH2:12][CH2:13][CH:14]([CH3:16])[CH3:15])=[C:6]([CH:10]=1)[C:7]([OH:9])=O.ClC1C=CC(COC2C=CC(F)=CC=2F)=C(C=1)C([NH:25][C@H:26]([C:28]1[CH:37]=[CH:36][C:31]([C:32]([O:34][CH3:35])=[O:33])=[CH:30][CH:29]=1)[CH3:27])=O. (3) Given the product [Br:17][C:11]1[N:7]([C:1]2[CH:2]=[CH:3][CH:4]=[CH:5][CH:6]=2)[N:8]=[N:9][CH:10]=1, predict the reactants needed to synthesize it. The reactants are: [C:1]1([N:7]2[CH:11]=[CH:10][N:9]=[N:8]2)[CH:6]=[CH:5][CH:4]=[CH:3][CH:2]=1.C([Li])CCC.[Br:17]Br. (4) Given the product [F:1][C:2]1[CH:34]=[CH:33][C:5]2[N:6]=[C:7]([C@@H:15]([NH:17][C:18]3[N:26]=[CH:25][N:24]=[C:23]4[C:19]=3[N:20]=[CH:21][NH:22]4)[CH3:16])[N:8]([C:9]3[CH:10]=[CH:11][CH:12]=[CH:13][CH:14]=3)[C:4]=2[C:3]=1[C:35]([N:38]1[CH2:43][CH2:42][O:41][CH2:40][CH2:39]1)=[O:36], predict the reactants needed to synthesize it. The reactants are: [F:1][C:2]1[CH:34]=[CH:33][C:5]2[N:6]=[C:7]([C@@H:15]([NH:17][C:18]3[N:26]=[CH:25][N:24]=[C:23]4[C:19]=3[N:20]=[CH:21][N:22]4C3CCCCO3)[CH3:16])[N:8]([C:9]3[CH:14]=[CH:13][CH:12]=[CH:11][CH:10]=3)[C:4]=2[C:3]=1[C:35](O)=[O:36].[NH:38]1[CH2:43][CH2:42][O:41][CH2:40][CH2:39]1.CN(C(ON1N=NC2C=CC=NC1=2)=[N+](C)C)C.F[P-](F)(F)(F)(F)F. (5) Given the product [F:1][C:2]1[CH:3]=[C:4]([N:26]2[CH2:28][CH2:29][CH2:30][C:31]2=[O:32])[CH:5]=[CH:6][C:7]=1[C:8]1[S:9][C:10]2[C:15]([N:16]=1)=[CH:14][CH:13]=[C:12]([C:17]1([C:20]3[CH:21]=[CH:22][CH:23]=[CH:24][CH:25]=3)[CH2:18][CH2:19]1)[N:11]=2, predict the reactants needed to synthesize it. The reactants are: [F:1][C:2]1[CH:3]=[C:4]([NH2:26])[CH:5]=[CH:6][C:7]=1[C:8]1[S:9][C:10]2[C:15]([N:16]=1)=[CH:14][CH:13]=[C:12]([C:17]1([C:20]3[CH:25]=[CH:24][CH:23]=[CH:22][CH:21]=3)[CH2:19][CH2:18]1)[N:11]=2.Br[CH2:28][CH2:29][CH2:30][C:31](OCC)=[O:32]. (6) Given the product [CH:24]([N:23]1[C:19]([C:17]2[N:18]=[C:11]3[C:10]4[CH:27]=[N:28][C:7]([N:31]5[CH2:35][CH:34]=[CH:33][C@@H:32]5[C:36]([NH2:38])=[O:37])=[CH:8][C:9]=4[O:15][CH2:14][CH2:13][N:12]3[CH:16]=2)=[N:20][CH:21]=[N:22]1)([CH3:25])[CH3:26], predict the reactants needed to synthesize it. The reactants are: FC(F)(F)S(O[C:7]1[N:28]=[CH:27][C:10]2[C:11]3[N:12]([CH:16]=[C:17]([C:19]4[N:23]([CH:24]([CH3:26])[CH3:25])[N:22]=[CH:21][N:20]=4)[N:18]=3)[CH2:13][CH2:14][O:15][C:9]=2[CH:8]=1)(=O)=O.[NH:31]1[CH2:35][CH:34]=[CH:33][C@@H:32]1[C:36]([NH2:38])=[O:37].C(N(CC)C(C)C)(C)C.CN(C)C(=O)C. (7) Given the product [Br:1][C:2]1[CH:10]=[C:9]2[C:5]([CH:6]=[C:7]([C:11]([N:13]3[CH2:18][CH2:17][S:16](=[O:20])(=[O:19])[CH2:15][CH2:14]3)=[O:12])[N:8]2[CH2:33][C:32]([F:43])([F:42])[F:31])=[CH:4][C:3]=1[O:21][CH:22]1[CH2:27][CH2:26][N:25]([CH:28]([CH3:30])[CH3:29])[CH2:24][CH2:23]1, predict the reactants needed to synthesize it. The reactants are: [Br:1][C:2]1[CH:10]=[C:9]2[C:5]([CH:6]=[C:7]([C:11]([N:13]3[CH2:18][CH2:17][S:16](=[O:20])(=[O:19])[CH2:15][CH2:14]3)=[O:12])[NH:8]2)=[CH:4][C:3]=1[O:21][CH:22]1[CH2:27][CH2:26][N:25]([CH:28]([CH3:30])[CH3:29])[CH2:24][CH2:23]1.[F:31][C:32]([F:43])([F:42])[CH2:33]OS(C(F)(F)F)(=O)=O. (8) Given the product [Br:1][C:2]1[CH:3]=[C:4]([CH:8]=[CH:9][CH:10]=1)[C:5]([NH:31][C:30]1[CH:32]=[CH:33][C:27]([O:26][C:25]([F:24])([F:34])[F:35])=[CH:28][CH:29]=1)=[O:7], predict the reactants needed to synthesize it. The reactants are: [Br:1][C:2]1[CH:3]=[C:4]([CH:8]=[CH:9][CH:10]=1)[C:5]([OH:7])=O.S(Cl)(Cl)=O.CCN(C(C)C)C(C)C.[F:24][C:25]([F:35])([F:34])[O:26][C:27]1[CH:33]=[CH:32][C:30]([NH2:31])=[CH:29][CH:28]=1. (9) Given the product [C:29]([O:28][C:27](=[O:33])[NH:26][CH:23]1[CH2:22][CH2:21][CH:20]([NH:19][C:2]2[N:7]=[C:6]3[NH:8][N:9]=[C:10]([C:11]4[CH:16]=[CH:15][N:14]=[C:13]([S:17][CH3:18])[N:12]=4)[C:5]3=[CH:4][N:3]=2)[CH2:25][CH2:24]1)([CH3:32])([CH3:30])[CH3:31], predict the reactants needed to synthesize it. The reactants are: Cl[C:2]1[N:7]=[C:6]2[NH:8][N:9]=[C:10]([C:11]3[CH:16]=[CH:15][N:14]=[C:13]([S:17][CH3:18])[N:12]=3)[C:5]2=[CH:4][N:3]=1.[NH2:19][C@H:20]1[CH2:25][CH2:24][C@H:23]([NH:26][C:27](=[O:33])[O:28][C:29]([CH3:32])([CH3:31])[CH3:30])[CH2:22][CH2:21]1.C(N(CC)CC)C.